This data is from Full USPTO retrosynthesis dataset with 1.9M reactions from patents (1976-2016). The task is: Predict the reactants needed to synthesize the given product. (1) The reactants are: [CH2:1]([O:4][C:5]1[CH:19]=[CH:18][C:8]([C:9]([C:11]2[CH:16]=[CH:15][CH:14]=[CH:13][C:12]=2[OH:17])=O)=[CH:7][CH:6]=1)[CH:2]=[CH2:3].C(N(CC)CC)C.ClC(OC)=O. Given the product [CH2:1]([O:4][C:5]1[CH:19]=[CH:18][C:8]([CH2:9][C:11]2[CH:16]=[CH:15][CH:14]=[CH:13][C:12]=2[OH:17])=[CH:7][CH:6]=1)[CH:2]=[CH2:3], predict the reactants needed to synthesize it. (2) Given the product [C:24]([N:5]1[C:6]2=[N:14][CH:13]=[CH:12][CH:11]=[C:7]2[C:8]([O:17][C:15](=[O:18])[CH3:16])=[CH:4]1)(=[O:26])[CH3:25], predict the reactants needed to synthesize it. The reactants are: C([CH2:4][NH:5][C:6]1[N:14]=[CH:13][CH:12]=[CH:11][C:7]=1[C:8](O)=O)(O)=O.[C:15]([O-:18])(=[O:17])[CH3:16].[Na+].C(O[C:24](=[O:26])[CH3:25])(=O)C. (3) The reactants are: [CH3:1][C:2]([CH3:23])([CH3:22])[CH:3]([C:5]1[CH:10]=[CH:9][C:8]([C:11]2[CH:16]=[CH:15][C:14]([O:17][C:18]([F:21])([F:20])[F:19])=[CH:13][CH:12]=2)=[CH:7][N:6]=1)[OH:4].CC(OI1(OC(C)=O)(OC(C)=O)OC(=O)C2C=CC=CC1=2)=O. Given the product [CH3:1][C:2]([CH3:23])([CH3:22])[C:3]([C:5]1[CH:10]=[CH:9][C:8]([C:11]2[CH:16]=[CH:15][C:14]([O:17][C:18]([F:21])([F:19])[F:20])=[CH:13][CH:12]=2)=[CH:7][N:6]=1)=[O:4], predict the reactants needed to synthesize it. (4) Given the product [Cl:18][CH2:14][C:12]1[CH:11]=[CH:10][N:9]=[C:8]([NH:7][C:4]2[S:5][CH:6]=[C:2]([CH3:1])[N:3]=2)[CH:13]=1, predict the reactants needed to synthesize it. The reactants are: [CH3:1][C:2]1[N:3]=[C:4]([NH:7][C:8]2[CH:13]=[C:12]([CH2:14]O)[CH:11]=[CH:10][N:9]=2)[S:5][CH:6]=1.S(Cl)([Cl:18])=O. (5) The reactants are: [F:1][C:2]1[CH:7]=[CH:6][C:5]([NH:8][C:9]([C:11]2([C:14]([NH:16][C:17]3[CH:22]=[CH:21][C:20]([O:23][C:24]4[C:33]5[C:28](=[CH:29][C:30]([O:36]CC6C=CC=CC=6)=[C:31]([O:34][CH3:35])[CH:32]=5)[N:27]=[CH:26][CH:25]=4)=[C:19]([F:44])[CH:18]=3)=[O:15])[CH2:13][CH2:12]2)=[O:10])=[CH:4][CH:3]=1.C1CC=CCC=1. Given the product [F:1][C:2]1[CH:7]=[CH:6][C:5]([NH:8][C:9]([C:11]2([C:14]([NH:16][C:17]3[CH:22]=[CH:21][C:20]([O:23][C:24]4[C:33]5[C:28](=[CH:29][C:30]([OH:36])=[C:31]([O:34][CH3:35])[CH:32]=5)[N:27]=[CH:26][CH:25]=4)=[C:19]([F:44])[CH:18]=3)=[O:15])[CH2:12][CH2:13]2)=[O:10])=[CH:4][CH:3]=1, predict the reactants needed to synthesize it.